This data is from Reaction yield outcomes from USPTO patents with 853,638 reactions. The task is: Predict the reaction yield, written as a fraction of the theoretical maximum amount of product (1.0 means a 100% yield; for example, 0.34 means a 34% yield). (1) The reactants are C[O:2][C:3]([C:5]1[CH:9]=[C:8]([C:10]([O:12][CH3:13])=[O:11])[N:7]([CH3:14])[N:6]=1)=[O:4].O1CCOCC1.S(=O)(=O)(O)O. The catalyst is O. The product is [CH3:13][O:12][C:10]([C:8]1[N:7]([CH3:14])[N:6]=[C:5]([C:3]([OH:4])=[O:2])[CH:9]=1)=[O:11]. The yield is 0.680. (2) The reactants are O1CCCC1.[CH3:6][C:7]1[CH:8]=[CH:9][C:10]([O:13][CH2:14][C:15]2[CH:20]=[CH:19][C:18]([CH2:21][C:22](Cl)=[N:23][OH:24])=[CH:17][CH:16]=2)=[N:11][CH:12]=1.[C:26]([C:28]1[C:29]([NH2:35])=[N:30][C:31]([NH2:34])=[CH:32][CH:33]=1)#[CH:27].C(N(CC)CC)C. The catalyst is O. The product is [CH3:6][C:7]1[CH:8]=[CH:9][C:10]([O:13][CH2:14][C:15]2[CH:20]=[CH:19][C:18]([CH2:21][C:22]3[CH:27]=[C:26]([C:28]4[C:29]([NH2:35])=[N:30][C:31]([NH2:34])=[CH:32][CH:33]=4)[O:24][N:23]=3)=[CH:17][CH:16]=2)=[N:11][CH:12]=1. The yield is 0.656.